From a dataset of Full USPTO retrosynthesis dataset with 1.9M reactions from patents (1976-2016). Predict the reactants needed to synthesize the given product. (1) Given the product [CH:10]1([CH2:13][CH2:14][NH:15][C:16]([C:18]2[N:19]=[N:20][C:21]([N:24]3[CH2:29][CH2:28][N:27]([C:7]([C:2]4[CH:3]=[CH:4][CH:5]=[CH:6][N:1]=4)=[O:9])[CH2:26][CH2:25]3)=[CH:22][CH:23]=2)=[O:17])[CH2:12][CH2:11]1, predict the reactants needed to synthesize it. The reactants are: [N:1]1[CH:6]=[CH:5][CH:4]=[CH:3][C:2]=1[C:7]([OH:9])=O.[CH:10]1([CH2:13][CH2:14][NH:15][C:16]([C:18]2[N:19]=[N:20][C:21]([N:24]3[CH2:29][CH2:28][NH:27][CH2:26][CH2:25]3)=[CH:22][CH:23]=2)=[O:17])[CH2:12][CH2:11]1. (2) Given the product [C:3]([O:7][CH:8]([C:14]1[C:18]([C:19]2[CH:20]=[CH:21][C:22]3[O:27][CH2:26][CH2:25][CH2:24][C:23]=3[CH:28]=2)=[C:17]([C:29]2[CH:34]=[CH:33][C:32]([F:35])=[CH:31][CH:30]=2)[S:16][C:15]=1[CH3:36])[C:9]([OH:11])=[O:10])([CH3:6])([CH3:5])[CH3:4], predict the reactants needed to synthesize it. The reactants are: [OH-].[K+].[C:3]([O:7][CH:8]([C:14]1[C:18]([C:19]2[CH:20]=[CH:21][C:22]3[O:27][CH2:26][CH2:25][CH2:24][C:23]=3[CH:28]=2)=[C:17]([C:29]2[CH:34]=[CH:33][C:32]([F:35])=[CH:31][CH:30]=2)[S:16][C:15]=1[CH3:36])[C:9]([O:11]CC)=[O:10])([CH3:6])([CH3:5])[CH3:4]. (3) Given the product [CH3:12][C:13]1[CH:14]=[C:15]([CH:33]=[CH:34][CH:35]=1)[C:16]([C:18]1[CH:23]=[CH:22][CH:21]=[C:20]([C:24](=[N:36][NH:37][C:38]([NH2:40])=[S:39])[C:25]2[CH:30]=[CH:29][CH:28]=[C:27]([CH3:31])[CH:26]=2)[CH:19]=1)=[O:17], predict the reactants needed to synthesize it. The reactants are: C1(C)C=CC(S(O)(=O)=O)=CC=1.[CH3:12][C:13]1[CH:14]=[C:15]([CH:33]=[CH:34][CH:35]=1)[C:16]([C:18]1[CH:23]=[CH:22][CH:21]=[C:20]([C:24](=O)[C:25]2[CH:30]=[CH:29][CH:28]=[C:27]([CH3:31])[CH:26]=2)[CH:19]=1)=[O:17].[NH2:36][NH:37][C:38]([NH2:40])=[S:39].